The task is: Predict the product of the given reaction.. This data is from Forward reaction prediction with 1.9M reactions from USPTO patents (1976-2016). (1) Given the reactants Br[C:2]1[CH:16]=[C:15]2[C:5]([CH2:6][CH2:7][C:8]([CH3:18])([CH3:17])[C:9]32[CH2:13][O:12][C:11]([NH2:14])=[N:10]3)=[CH:4][CH:3]=1.[Cl:19][C:20]1[CH:21]=[C:22](B(O)O)[CH:23]=[N:24][CH:25]=1.C(=O)([O-])[O-].[Na+].[Na+], predict the reaction product. The product is: [Cl:19][C:20]1[CH:21]=[C:22]([C:2]2[CH:16]=[C:15]3[C:5]([CH2:6][CH2:7][C:8]([CH3:18])([CH3:17])[C:9]43[CH2:13][O:12][C:11]([NH2:14])=[N:10]4)=[CH:4][CH:3]=2)[CH:23]=[N:24][CH:25]=1. (2) The product is: [NH2:25][C:20]1[CH:21]=[CH:22][CH:23]=[C:24]2[C:19]=1[O:18][CH2:17][CH2:16][CH:15]2[C:13]([N:12]([CH2:11][C:9]1[CH:8]=[N:7][N:6]([CH2:4][CH3:5])[CH:10]=1)[C:28]1[CH:33]=[CH:32][C:31]([CH:34]([CH3:36])[CH3:35])=[CH:30][CH:29]=1)=[O:14]. Given the reactants O.[Cl-].[NH4+].[CH2:4]([N:6]1[CH:10]=[C:9]([CH2:11][N:12]([C:28]2[CH:33]=[CH:32][C:31]([CH:34]([CH3:36])[CH3:35])=[CH:30][CH:29]=2)[C:13]([CH:15]2[C:24]3[C:19](=[C:20]([N+:25]([O-])=O)[CH:21]=[CH:22][CH:23]=3)[O:18][CH2:17][CH2:16]2)=[O:14])[CH:8]=[N:7]1)[CH3:5], predict the reaction product. (3) Given the reactants [CH2:1]([C:4]1[C:8]([CH2:9][CH2:10][CH2:11][OH:12])=[CH:7][N:6]([C:13]2[CH:18]=[CH:17][C:16]([C:19]([F:22])([F:21])[F:20])=[CH:15][N:14]=2)[N:5]=1)[CH2:2][CH3:3].O[C:24]1[CH:29]=[CH:28][C:27]([CH2:30][C:31]([O:33]C)=[O:32])=[C:26]([O:35][CH3:36])[CH:25]=1.C(P(CCCC)CCCC)CCC.N(C(N1CCCCC1)=O)=NC(N1CCCCC1)=O, predict the reaction product. The product is: [CH3:36][O:35][C:26]1[CH:25]=[C:24]([O:12][CH2:11][CH2:10][CH2:9][C:8]2[C:4]([CH2:1][CH2:2][CH3:3])=[N:5][N:6]([C:13]3[CH:18]=[CH:17][C:16]([C:19]([F:21])([F:20])[F:22])=[CH:15][N:14]=3)[CH:7]=2)[CH:29]=[CH:28][C:27]=1[CH2:30][C:31]([OH:33])=[O:32]. (4) Given the reactants [Cl:1][C:2]1[CH:8]=[CH:7][C:5]([NH2:6])=[CH:4][C:3]=1[C:9]1[CH:14]=[CH:13][CH:12]=[CH:11][N:10]=1.[N:15]1[CH:20]=[CH:19][CH:18]=[C:17]([CH2:21][S:22]([C:25]2[CH:33]=[CH:32][C:28]([C:29](O)=[O:30])=[CH:27][CH:26]=2)(=[O:24])=[O:23])[CH:16]=1, predict the reaction product. The product is: [Cl:1][C:2]1[CH:8]=[CH:7][C:5]([NH:6][C:29](=[O:30])[C:28]2[CH:32]=[CH:33][C:25]([S:22]([CH2:21][C:17]3[CH:16]=[N:15][CH:20]=[CH:19][CH:18]=3)(=[O:24])=[O:23])=[CH:26][CH:27]=2)=[CH:4][C:3]=1[C:9]1[CH:14]=[CH:13][CH:12]=[CH:11][N:10]=1. (5) Given the reactants [F:1][C:2]([F:15])([C:6]1[CH:11]=[CH:10][C:9]([CH:12]([CH3:14])[CH3:13])=[CH:8][CH:7]=1)[C:3]([OH:5])=O.P(Cl)(Cl)(Cl)=O.Cl.[NH2:22][CH2:23][C:24]1[CH:25]=[C:26]2[C:30](=[CH:31][CH:32]=1)[C:29](=[O:33])[N:28]([CH:34]1[CH2:39][CH2:38][C:37](=[O:40])[NH:36][C:35]1=[O:41])[CH2:27]2.C(=O)(O)[O-].[Na+], predict the reaction product. The product is: [O:41]=[C:35]1[CH:34]([N:28]2[CH2:27][C:26]3[C:30](=[CH:31][CH:32]=[C:24]([CH2:23][NH:22][C:3](=[O:5])[C:2]([F:1])([F:15])[C:6]4[CH:11]=[CH:10][C:9]([CH:12]([CH3:14])[CH3:13])=[CH:8][CH:7]=4)[CH:25]=3)[C:29]2=[O:33])[CH2:39][CH2:38][C:37](=[O:40])[NH:36]1.